From a dataset of Experimental lipophilicity measurements (octanol/water distribution) for 4,200 compounds from AstraZeneca. Regression/Classification. Given a drug SMILES string, predict its absorption, distribution, metabolism, or excretion properties. Task type varies by dataset: regression for continuous measurements (e.g., permeability, clearance, half-life) or binary classification for categorical outcomes (e.g., BBB penetration, CYP inhibition). For this dataset (lipophilicity_astrazeneca), we predict Y. (1) The molecule is COc1ccccc1CNCc1ccc(CCNC[C@H](O)c2ccc(O)c3[nH]c(=O)sc23)cc1. The Y is 0.150 logD. (2) The drug is COc1ncc(-c2ccc3nccc(-c4ccnnc4)c3c2)cc1NS(=O)(=O)c1ccc(F)cc1F. The Y is 2.50 logD.